This data is from Reaction yield outcomes from USPTO patents with 853,638 reactions. The task is: Predict the reaction yield, written as a fraction of the theoretical maximum amount of product (1.0 means a 100% yield; for example, 0.34 means a 34% yield). (1) The reactants are [I-].[C:2]1([S:8]([C:11]2[CH:29]=[CH:28][C:14]3[N:15]([C:21]4[CH:26]=[CH:25][N+:24]([CH3:27])=[CH:23][CH:22]=4)[CH2:16][C:17]([CH3:20])([CH3:19])[O:18][C:13]=3[CH:12]=2)(=[O:10])=[O:9])[CH:7]=[CH:6][CH:5]=[CH:4][CH:3]=1.[BH4-].[Na+]. The catalyst is CO.C(O)C.[Pd]. The product is [C:2]1([S:8]([C:11]2[CH:29]=[CH:28][C:14]3[N:15]([CH:21]4[CH2:26][CH2:25][N:24]([CH3:27])[CH2:23][CH2:22]4)[CH2:16][C:17]([CH3:19])([CH3:20])[O:18][C:13]=3[CH:12]=2)(=[O:10])=[O:9])[CH:7]=[CH:6][CH:5]=[CH:4][CH:3]=1. The yield is 0.630. (2) The reactants are Br[C:2]1[CH:3]=[CH:4][C:5]2[N:6]([N:8]=[CH:9][N:10]=2)[CH:7]=1.[CH3:11][Si:12]([C:15]#[CH:16])([CH3:14])[CH3:13].C(NC(C)C)(C)C. The catalyst is C1COCC1.[Cu](I)I. The product is [CH3:11][Si:12]([C:15]#[C:16][C:2]1[CH:3]=[CH:4][C:5]2[N:6]([N:8]=[CH:9][N:10]=2)[CH:7]=1)([CH3:14])[CH3:13]. The yield is 0.533. (3) The reactants are Br[CH2:2][C:3]([C@H:5]1[C@@H:9]2[C@@H:10]3[C@@:23]([CH3:26])([CH2:24][CH2:25][C@@:8]2([C:44]([O:46][Si](C(C)(C)C)(C)C)=[O:45])[CH2:7][CH2:6]1)[C@@:22]1([CH3:27])[C@@H:13]([C@:14]2([CH3:43])[C@@H:19]([CH2:20][CH2:21]1)[C:18]([CH3:29])([CH3:28])[C:17]([C:30]1[CH:35]=[CH:34][C:33]([C:36]([O:38][C:39]([CH3:42])([CH3:41])[CH3:40])=[O:37])=[CH:32][CH:31]=1)=[CH:16][CH2:15]2)[CH2:12][CH2:11]3)=[CH2:4].[CH3:54][N:55]([CH3:60])[CH2:56][CH2:57][NH:58][CH3:59]. The catalyst is ClCCCl. The product is [C:39]([O:38][C:36]([C:33]1[CH:32]=[CH:31][C:30]([C:17]2[C:18]([CH3:29])([CH3:28])[C@H:19]3[C@:14]([CH3:43])([CH2:15][CH:16]=2)[C@@H:13]2[C@:22]([CH3:27])([C@@:23]4([CH3:26])[C@H:10]([CH2:11][CH2:12]2)[C@H:9]2[C@H:5]([C:3]([CH2:2][N:58]([CH2:57][CH2:56][N:55]([CH3:60])[CH3:54])[CH3:59])=[CH2:4])[CH2:6][CH2:7][C@:8]2([C:44]([OH:46])=[O:45])[CH2:25][CH2:24]4)[CH2:21][CH2:20]3)=[CH:35][CH:34]=1)=[O:37])([CH3:42])([CH3:40])[CH3:41]. The yield is 0.579. (4) The reactants are [NH2:1][CH:2]1[CH2:7][CH2:6][N:5]([CH2:8][C@H:9]2[N:19]3[C:20]4[N:11]([C:12](=[O:22])[CH:13]=[CH:14][C:15]=4[N:16]=[CH:17][C:18]3=[O:21])[CH2:10]2)[CH2:4][CH2:3]1.S1C2C=C(C=O)N=CC=2OC1.C(O[BH-](OC(=O)C)OC(=O)C)(=O)C.[Na+]. The catalyst is C(Cl)(Cl)Cl.CO. The product is [NH2:1][CH:2]1[CH2:7][CH2:6][N:5]([CH2:8][C@@H:9]2[N:19]3[C:20]4[N:11]([C:12](=[O:22])[CH:13]=[CH:14][C:15]=4[N:16]=[CH:17][C:18]3=[O:21])[CH2:10]2)[CH2:4][CH2:3]1. The yield is 0.443.